Dataset: Reaction yield outcomes from USPTO patents with 853,638 reactions. Task: Predict the reaction yield, written as a fraction of the theoretical maximum amount of product (1.0 means a 100% yield; for example, 0.34 means a 34% yield). The reactants are [Br:1][C:2]1[C:3](F)=[C:4]2[C:10]([NH:11][C:12](=[O:19])[C:13]3[CH:18]=[CH:17][CH:16]=[N:15][CH:14]=3)=[CH:9][NH:8][C:5]2=[N:6][CH:7]=1.Cl.[N:22]1([C:30]([O:32][C:33]([CH3:36])([CH3:35])[CH3:34])=[O:31])[CH2:26][CH2:25][CH:24]2[CH2:27][NH:28][CH2:29][CH:23]12.CCN(C(C)C)C(C)C. The catalyst is CCCCO. The product is [Br:1][C:2]1[C:3]([N:28]2[CH2:27][CH:24]3[CH:23]([N:22]([C:30]([O:32][C:33]([CH3:36])([CH3:35])[CH3:34])=[O:31])[CH2:26][CH2:25]3)[CH2:29]2)=[C:4]2[C:10]([NH:11][C:12](=[O:19])[C:13]3[CH:18]=[CH:17][CH:16]=[N:15][CH:14]=3)=[CH:9][NH:8][C:5]2=[N:6][CH:7]=1. The yield is 0.180.